Dataset: Catalyst prediction with 721,799 reactions and 888 catalyst types from USPTO. Task: Predict which catalyst facilitates the given reaction. (1) Product: [Br:14][CH2:13][CH2:12][O:11][CH2:10][CH2:9][O:18][N:19]1[C:27](=[O:28])[CH:26]2[CH:21]([CH:22]3[CH2:29][CH:25]2[CH:24]=[CH:23]3)[C:20]1=[O:30]. Reactant: C(N(CC)CC)C.Br[CH2:9][CH2:10][O:11][CH2:12][CH2:13][Br:14].BrCC[O:18][N:19]1[C:27](=[O:28])[CH:26]2[CH:21]([CH:22]3[CH2:29][CH:25]2[CH:24]=[CH:23]3)[C:20]1=[O:30]. The catalyst class is: 3. (2) Reactant: [F:1][C:2]1[C:7]([F:8])=[CH:6][CH:5]=[CH:4][C:3]=1[C@@H:9]1[CH2:19][CH2:18][C@@H:17]([OH:20])[C:12]2=[N:13][CH:14]=[CH:15][N:16]=[C:11]2[C@H:10]1[NH:21][C:22](=[O:28])[O:23][C:24]([CH3:27])([CH3:26])[CH3:25].N1([C:34]([N:36]2[CH2:41][CH2:40][CH:39]([N:42]3[C:50]4[C:45](=[N:46][CH:47]=[CH:48][CH:49]=4)[NH:44][C:43]3=[O:51])[CH2:38][CH2:37]2)=[O:35])C=CN=C1.[Na+].[I-]. Product: [O:51]=[C:43]1[NH:44][C:45]2=[N:46][CH:47]=[CH:48][CH:49]=[C:50]2[N:42]1[CH:39]1[CH2:38][CH2:37][N:36]([C:34]([O:20][C@H:17]2[C:12]3[C:11](=[N:16][CH:15]=[CH:14][N:13]=3)[C@@H:10]([NH:21][C:22]([O:23][C:24]([CH3:25])([CH3:27])[CH3:26])=[O:28])[C@H:9]([C:3]3[CH:4]=[CH:5][CH:6]=[C:7]([F:8])[C:2]=3[F:1])[CH2:19][CH2:18]2)=[O:35])[CH2:41][CH2:40]1. The catalyst class is: 9. (3) Reactant: C(N(CC)CC)C.[C:8]1([N:14]=[C:15]=[S:16])[CH:13]=[CH:12][CH:11]=[CH:10][CH:9]=1.[NH2:17][C:18]1[CH:23]=[CH:22][C:21]([S:24]([NH:27][C:28]2[CH:33]=[CH:32][CH:31]=[CH:30][CH:29]=2)(=[O:26])=[O:25])=[CH:20][CH:19]=1. Product: [CH:11]1[CH:12]=[CH:13][C:8]([NH:14][C:15]([NH:17][C:18]2[CH:23]=[CH:22][C:21]([S:24]([NH:27][C:28]3[CH:33]=[CH:32][CH:31]=[CH:30][CH:29]=3)(=[O:26])=[O:25])=[CH:20][CH:19]=2)=[S:16])=[CH:9][CH:10]=1. The catalyst class is: 1. (4) Reactant: [CH3:1][O:2][C:3](=[O:11])[C:4]1[CH:9]=[CH:8][CH:7]=[C:6]([SH:10])[CH:5]=1.I[CH:13]([CH3:15])[CH3:14].[H-].[Na+].Cl. Product: [CH3:1][O:2][C:3](=[O:11])[C:4]1[CH:9]=[CH:8][CH:7]=[C:6]([S:10][CH:13]([CH3:15])[CH3:14])[CH:5]=1. The catalyst class is: 7. (5) Reactant: [F:1][C:2]1[CH:3]=[C:4]([NH:9][C:10]2[N:18]=[CH:17][C:16]([F:19])=[CH:15][C:11]=2[C:12]([OH:14])=O)[CH:5]=[CH:6][C:7]=1[F:8].[NH2:20][C@@H:21]1[CH2:25][CH2:24][N:23]([C:26]([O:28][C:29]([CH3:32])([CH3:31])[CH3:30])=[O:27])[CH2:22]1.CN(C(ON1N=NC2C=CC=NC1=2)=[N+](C)C)C.F[P-](F)(F)(F)(F)F.C1C=NC2N(O)N=NC=2C=1.CCN(C(C)C)C(C)C. Product: [F:1][C:2]1[CH:3]=[C:4]([NH:9][C:10]2[C:11]([C:12]([NH:20][C@@H:21]3[CH2:25][CH2:24][N:23]([C:26]([O:28][C:29]([CH3:32])([CH3:31])[CH3:30])=[O:27])[CH2:22]3)=[O:14])=[CH:15][C:16]([F:19])=[CH:17][N:18]=2)[CH:5]=[CH:6][C:7]=1[F:8]. The catalyst class is: 2. (6) Reactant: C1(=O)O[CH:4]=[CH:3]O1.[C:7]1([CH3:16])[CH:12]=[CH:11][C:10]([C:13]([NH2:15])=[O:14])=[CH:9][CH:8]=1. Product: [CH3:16][C:7]1[CH:12]=[CH:11][C:10]([C:13]2[O:14][CH:3]=[CH:4][N:15]=2)=[CH:9][CH:8]=1. The catalyst class is: 6. (7) Reactant: [Br:1][C:2]1[CH:3]=[CH:4][C:5]2[N:6]([C:8](I)=[CH:9][N:10]=2)[CH:7]=1.[Cl:12][C:13]1[CH:18]=[CH:17][C:16](B(O)O)=[CH:15][CH:14]=1.[O-]P([O-])([O-])=O.[K+].[K+].[K+].O. Product: [Br:1][C:2]1[CH:3]=[CH:4][C:5]2[N:6]([C:8]([C:16]3[CH:17]=[CH:18][C:13]([Cl:12])=[CH:14][CH:15]=3)=[CH:9][N:10]=2)[CH:7]=1. The catalyst class is: 128. (8) Reactant: C(OC([N:8]1[C:17]2[C:12](=[CH:13][C:14]([O:18][CH3:19])=[CH:15][CH:16]=2)[CH:11]=[C:10]([NH2:20])[CH2:9]1)=O)(C)(C)C.C(O)(C(F)(F)F)=O. Product: [CH3:19][O:18][C:14]1[CH:13]=[C:12]2[C:17](=[CH:16][CH:15]=1)[N:8]=[CH:9][C:10]([NH2:20])=[CH:11]2. The catalyst class is: 2. (9) Reactant: [C:1]([O:4][CH:5]=[CH2:6])(=[O:3])[CH3:2].[C:7]([O:11][CH2:12][CH2:13][CH2:14][CH3:15])(=[O:10])[CH:8]=[CH2:9].CC(N=NC(C#N)(C)C)(C#N)C. Product: [C:1]([O:4][CH:5]=[CH2:6])(=[O:3])[CH3:2].[C:7]([O:11][CH2:12][CH2:13][CH2:14][CH3:15])(=[O:10])[CH:8]=[CH2:9]. The catalyst class is: 5.